From a dataset of Reaction yield outcomes from USPTO patents with 853,638 reactions. Predict the reaction yield, written as a fraction of the theoretical maximum amount of product (1.0 means a 100% yield; for example, 0.34 means a 34% yield). The reactants are [CH2:1]([N:4]([CH2:27][CH2:28][CH3:29])[C:5]1([C:8]2[CH:13]=[CH:12][C:11]([C:14]#[C:15][C:16]3[CH:26]=[CH:25][C:19]([C:20]([O:22]CC)=[O:21])=[CH:18][CH:17]=3)=[CH:10][CH:9]=2)[CH2:7][CH2:6]1)[CH2:2][CH3:3].[OH-].[Na+]. The catalyst is C(O)C.O1CCCC1. The product is [CH2:27]([N:4]([CH2:1][CH2:2][CH3:3])[C:5]1([C:8]2[CH:13]=[CH:12][C:11]([C:14]#[C:15][C:16]3[CH:17]=[CH:18][C:19]([C:20]([OH:22])=[O:21])=[CH:25][CH:26]=3)=[CH:10][CH:9]=2)[CH2:6][CH2:7]1)[CH2:28][CH3:29]. The yield is 0.700.